Task: Regression/Classification. Given a drug SMILES string, predict its absorption, distribution, metabolism, or excretion properties. Task type varies by dataset: regression for continuous measurements (e.g., permeability, clearance, half-life) or binary classification for categorical outcomes (e.g., BBB penetration, CYP inhibition). Dataset: cyp2c9_veith.. Dataset: CYP2C9 inhibition data for predicting drug metabolism from PubChem BioAssay The molecule is O=C1c2ccccc2CCC12N=NCC2c1ccccc1. The result is 0 (non-inhibitor).